Dataset: Reaction yield outcomes from USPTO patents with 853,638 reactions. Task: Predict the reaction yield, written as a fraction of the theoretical maximum amount of product (1.0 means a 100% yield; for example, 0.34 means a 34% yield). (1) The reactants are [N+:1]([C:4]1[CH:5]=[C:6]([CH:10]=[C:11]([C:13]([F:16])([F:15])[F:14])[CH:12]=1)[C:7](O)=[O:8])([O-:3])=[O:2].Cl.[CH2:18]([N:20]=C=NCCCN(C)C)C.ON1C2C=CC=CC=2N=N1.C(N(CC)CC)C.O1CCCC1.CNC. The catalyst is O.CN(C)C=O. The product is [CH3:18][NH:20][C:7](=[O:8])[C:6]1[CH:10]=[C:11]([C:13]([F:16])([F:15])[F:14])[CH:12]=[C:4]([N+:1]([O-:3])=[O:2])[CH:5]=1. The yield is 0.720. (2) The reactants are C([O:5][C@H:6]1[CH2:10][N:9]([C:11](=[O:19])[CH2:12][C:13]2[O:17][N:16]=[C:15]([CH3:18])[CH:14]=2)[C@H:8]([C:20]([OH:22])=[O:21])[CH2:7]1)(C)(C)C.C(O)(C(F)(F)F)=O. The catalyst is C(Cl)Cl. The product is [OH:5][C@H:6]1[CH2:10][N:9]([C:11](=[O:19])[CH2:12][C:13]2[O:17][N:16]=[C:15]([CH3:18])[CH:14]=2)[C@H:8]([C:20]([OH:22])=[O:21])[CH2:7]1. The yield is 0.980. (3) The reactants are [NH2:1][C:2]1[CH:3]=[C:4]([CH:9]=[CH:10][C:11]=1[O:12][C:13]([F:16])([F:15])[F:14])[C:5]([O:7][CH3:8])=[O:6].[CH3:17][S:18](Cl)(=[O:20])=[O:19].Cl.Cl[CH2:24][CH2:25][N:26]1[CH2:31][CH2:30][O:29][CH2:28][CH2:27]1.C([O-])([O-])=O.[K+].[K+]. The catalyst is N1C=CC=CC=1.CN(C=O)C. The product is [O:29]1[CH2:30][CH2:31][N:26]([CH2:25][CH2:24][N:1]([C:2]2[CH:3]=[C:4]([CH:9]=[CH:10][C:11]=2[O:12][C:13]([F:14])([F:15])[F:16])[C:5]([O:7][CH3:8])=[O:6])[S:18]([CH3:17])(=[O:20])=[O:19])[CH2:27][CH2:28]1. The yield is 0.910.